Dataset: Forward reaction prediction with 1.9M reactions from USPTO patents (1976-2016). Task: Predict the product of the given reaction. Given the reactants Cl[C:2]1[N:3]=[CH:4][CH:5]=[C:6]2[C:11](=[O:12])[C:10]([C:13]3[CH:18]=[CH:17][C:16]([C:19]4([NH:23][C:24](=[O:30])[O:25][C:26]([CH3:29])([CH3:28])[CH3:27])[CH2:22][CH2:21][CH2:20]4)=[CH:15][CH:14]=3)=[C:9]([C:31]3[CH:36]=[CH:35][CH:34]=[CH:33][CH:32]=3)[O:8][C:7]=12.[CH2:37]([OH:40])[CH2:38][OH:39].CC(C)([O-])C.[K+], predict the reaction product. The product is: [OH:39][CH2:38][CH2:37][O:40][C:2]1[N:3]=[CH:4][CH:5]=[C:6]2[C:11](=[O:12])[C:10]([C:13]3[CH:18]=[CH:17][C:16]([C:19]4([NH:23][C:24](=[O:30])[O:25][C:26]([CH3:29])([CH3:28])[CH3:27])[CH2:22][CH2:21][CH2:20]4)=[CH:15][CH:14]=3)=[C:9]([C:31]3[CH:36]=[CH:35][CH:34]=[CH:33][CH:32]=3)[O:8][C:7]=12.